From a dataset of Reaction yield outcomes from USPTO patents with 853,638 reactions. Predict the reaction yield, written as a fraction of the theoretical maximum amount of product (1.0 means a 100% yield; for example, 0.34 means a 34% yield). The reactants are [F:1][C:2]([F:38])([F:37])[C:3]1[CH:4]=[C:5]([CH:34]=[CH:35][CH:36]=1)[C:6]([NH:8][C:9]1[CH:10]=[C:11]([CH:31]=[CH:32][CH:33]=1)[O:12][C:13]1[CH:14]=[CH:15][C:16]2[N:17]([CH:19]=[C:20]([NH:22][C:23](=[O:30])OCC(Cl)(Cl)Cl)[N:21]=2)[N:18]=1)=[O:7].[NH:39]1[CH2:44][CH2:43][O:42][CH2:41][CH2:40]1.C(N(C(C)C)C(C)C)(C)C.C(=O)([O-])O.[Na+]. The catalyst is CS(C)=O. The product is [F:37][C:2]([F:1])([F:38])[C:3]1[CH:4]=[C:5]([CH:34]=[CH:35][CH:36]=1)[C:6]([NH:8][C:9]1[CH:10]=[C:11]([CH:31]=[CH:32][CH:33]=1)[O:12][C:13]1[CH:14]=[CH:15][C:16]2[N:17]([CH:19]=[C:20]([NH:22][C:23]([N:39]3[CH2:44][CH2:43][O:42][CH2:41][CH2:40]3)=[O:30])[N:21]=2)[N:18]=1)=[O:7]. The yield is 0.730.